This data is from Catalyst prediction with 721,799 reactions and 888 catalyst types from USPTO. The task is: Predict which catalyst facilitates the given reaction. (1) Reactant: [CH2:1]([C:8]1[N:13]=[C:12]([OH:14])[CH:11]=[C:10]([OH:15])[N:9]=1)[C:2]1[CH:7]=[CH:6][CH:5]=[CH:4][CH:3]=1.[CH3:16][C@H:17]1[CH2:26][C:24](=O)[C:20](=[C:21]([CH3:23])[CH3:22])[CH2:19][CH2:18]1.O=P(Cl)(Cl)Cl.C1C=CC=CC=1. Product: [CH2:1]([C:8]1[N:9]=[C:10]2[O:15][C:21]([CH3:23])([CH3:22])[C:20]3[CH2:24][CH2:26][CH:17]([CH3:16])[CH2:18][C:19]=3[C:11]2=[C:12]([OH:14])[N:13]=1)[C:2]1[CH:3]=[CH:4][CH:5]=[CH:6][CH:7]=1. The catalyst class is: 389. (2) Reactant: [CH3:1][O:2][C:3]1[CH:12]=[CH:11][C:6]2[C:7](=O)[NH:8][S:9][C:5]=2[CH:4]=1.CN(C)C=O.S(Cl)([Cl:20])=O. Product: [Cl:20][C:7]1[C:6]2[CH:11]=[CH:12][C:3]([O:2][CH3:1])=[CH:4][C:5]=2[S:9][N:8]=1. The catalyst class is: 159. (3) Reactant: [C:1]([C:5]1[CH:14]=[CH:13][C:8]([CH2:9][NH:10][CH2:11][CH3:12])=[CH:7][CH:6]=1)([CH3:4])([CH3:3])[CH3:2].[CH2:15]([O:17][C@H:18]([C:31]([O:33][CH2:34][CH3:35])=[O:32])[CH2:19][C:20]1[CH:30]=[CH:29][C:23]([O:24][CH2:25][C:26]([OH:28])=O)=[CH:22][CH:21]=1)[CH3:16].C(N(CC)C(C)C)(C)C.F[B-](F)(F)F.N1(OC(N(C)C)=[N+](C)C)C2C=CC=CC=2N=N1. Product: [C:1]([C:5]1[CH:6]=[CH:7][C:8]([CH2:9][N:10]([CH2:11][CH3:12])[C:26](=[O:28])[CH2:25][O:24][C:23]2[CH:22]=[CH:21][C:20]([CH2:19][C@H:18]([O:17][CH2:15][CH3:16])[C:31]([O:33][CH2:34][CH3:35])=[O:32])=[CH:30][CH:29]=2)=[CH:13][CH:14]=1)([CH3:3])([CH3:2])[CH3:4]. The catalyst class is: 2. (4) Reactant: Br[CH2:2][C:3]([CH3:5])=[CH2:4].[C:6]1(=[O:16])[NH:10][C:9](=[O:11])[C:8]2=[CH:12][CH:13]=[CH:14][CH:15]=[C:7]12.[K]. Product: [CH3:5][C:3](=[CH2:4])[CH2:2][N:10]1[C:6](=[O:16])[C:7]2[C:8](=[CH:12][CH:13]=[CH:14][CH:15]=2)[C:9]1=[O:11]. The catalyst class is: 18. (5) Reactant: [NH2:1][C:2](=[N:54][C:55](=[O:62])[C:56]1[CH:61]=[CH:60][CH:59]=[CH:58][CH:57]=1)[C:3]1[CH:8]=[CH:7][C:6]([NH:9][C@@H:10]([C:32]2[N:36]=[C:35]([O:37][CH2:38][O:39][C:40](=[O:47])[C:41]([CH3:46])([CH3:45])[CH2:42][O:43][CH3:44])[N:34]([C:48]3[N:53]=[CH:52][CH:51]=[CH:50][N:49]=3)[N:33]=2)[C:11]2[C:12]([F:31])=[C:13]([CH:26]=[C:27]([O:29][CH3:30])[CH:28]=2)[O:14][CH2:15][CH2:16][O:17][C:18]([C:20]2[CH:25]=[CH:24][N:23]=[CH:22][CH:21]=2)=[O:19])=[CH:5][CH:4]=1.[Cl:63]CCl.C(OCC)(=O)C.Cl. Product: [ClH:63].[NH2:1][C:2](=[N:54][C:55](=[O:62])[C:56]1[CH:61]=[CH:60][CH:59]=[CH:58][CH:57]=1)[C:3]1[CH:4]=[CH:5][C:6]([NH:9][C@@H:10]([C:32]2[N:36]=[C:35]([O:37][CH2:38][O:39][C:40](=[O:47])[C:41]([CH3:46])([CH3:45])[CH2:42][O:43][CH3:44])[N:34]([C:48]3[N:53]=[CH:52][CH:51]=[CH:50][N:49]=3)[N:33]=2)[C:11]2[C:12]([F:31])=[C:13]([CH:26]=[C:27]([O:29][CH3:30])[CH:28]=2)[O:14][CH2:15][CH2:16][O:17][C:18]([C:20]2[CH:21]=[CH:22][N:23]=[CH:24][CH:25]=2)=[O:19])=[CH:7][CH:8]=1. The catalyst class is: 237. (6) The catalyst class is: 2. Product: [Br:1][C:2]1[C:6]([C:7]([F:10])([F:8])[F:9])=[N:5][N:4]([CH3:11])[C:3]=1[C:12]1[CH:13]=[C:14]([NH:20][C:29]([NH:28][C:25]2[CH:26]=[CH:27][C:22]([F:21])=[CH:23][CH:24]=2)=[O:30])[CH:15]=[CH:16][C:17]=1[O:18][CH3:19]. Reactant: [Br:1][C:2]1[C:6]([C:7]([F:10])([F:9])[F:8])=[N:5][N:4]([CH3:11])[C:3]=1[C:12]1[CH:13]=[C:14]([NH2:20])[CH:15]=[CH:16][C:17]=1[O:18][CH3:19].[F:21][C:22]1[CH:27]=[CH:26][C:25]([N:28]=[C:29]=[O:30])=[CH:24][CH:23]=1. (7) Reactant: [CH2:1]([CH:3]([N:6]1[C:10]2=[N:11][C:12]([CH3:23])=[C:13](OS(C(F)(F)F)(=O)=O)[N:14]=[C:9]2[C:8]([CH3:24])=[N:7]1)[CH2:4][CH3:5])[CH3:2].[Cl:25][C:26]1[CH:31]=[C:30]([Cl:32])[CH:29]=[CH:28][C:27]=1B(O)O. Product: [Cl:25][C:26]1[CH:31]=[C:30]([Cl:32])[CH:29]=[CH:28][C:27]=1[C:13]1[N:14]=[C:9]2[C:8]([CH3:24])=[N:7][N:6]([CH:3]([CH2:4][CH3:5])[CH2:1][CH3:2])[C:10]2=[N:11][C:12]=1[CH3:23]. The catalyst class is: 11. (8) Reactant: [CH2:1]([N:6]1[C:14]2[N:13]=[CH:12][NH:11][C:10]=2[C:9](=[O:15])[NH:8]/[C:7]/1=[N:16]\[NH2:17])[CH2:2][CH2:3][CH2:4][CH3:5].[CH:18](=O)[C:19]1[CH:24]=[CH:23][CH:22]=[CH:21][CH:20]=1. Product: [O:15]=[C:9]1[NH:8]/[C:7](=[N:16]\[N:17]=[CH:18][C:19]2[CH:24]=[CH:23][CH:22]=[CH:21][CH:20]=2)/[N:6]([CH2:1][CH2:2][CH2:3][CH2:4][CH3:5])[C:14]2[N:13]=[CH:12][NH:11][C:10]1=2. The catalyst class is: 8.